From a dataset of Catalyst prediction with 721,799 reactions and 888 catalyst types from USPTO. Predict which catalyst facilitates the given reaction. Reactant: C([O:8][C:9]1[CH:10]=[C:11]([C:23]2[O:24][C:25]3[C:30]([C:31](=[O:43])[C:32]=2[O:33][CH2:34][P:35](=[O:42])([O:39][CH2:40][CH3:41])[O:36][CH2:37][CH3:38])=[CH:29][CH:28]=[CH:27][CH:26]=3)[CH:12]=[CH:13][C:14]=1[O:15]CC1C=CC=CC=1)C1C=CC=CC=1.[H][H]. Product: [OH:8][C:9]1[CH:10]=[C:11]([C:23]2[O:24][C:25]3[C:30]([C:31](=[O:43])[C:32]=2[O:33][CH2:34][P:35](=[O:42])([O:39][CH2:40][CH3:41])[O:36][CH2:37][CH3:38])=[CH:29][CH:28]=[CH:27][CH:26]=3)[CH:12]=[CH:13][C:14]=1[OH:15]. The catalyst class is: 63.